This data is from Reaction yield outcomes from USPTO patents with 853,638 reactions. The task is: Predict the reaction yield, written as a fraction of the theoretical maximum amount of product (1.0 means a 100% yield; for example, 0.34 means a 34% yield). (1) The reactants are F[B-](F)(F)F.[H+].[Cl:7][C:8]1[CH:13]=[CH:12][N:11]=[CH:10][C:9]=1N.N([O-])=O.[Na+].[C-]#N.[Na+].[Cu][C:23]#[N:24].C(=O)(O)[O-].[Na+]. The catalyst is C(O)C.O.C(#N)C. The product is [Cl:7][C:8]1[CH:13]=[CH:12][N:11]=[CH:10][C:9]=1[C:23]#[N:24]. The yield is 0.440. (2) The reactants are Cl[C:2]1[CH:7]=[C:6]([CH:8]=[O:9])[CH:5]=[CH:4][N:3]=1.[CH2:10]([S:12]([C:15]1[CH:20]=[CH:19][C:18](B(O)O)=[CH:17][CH:16]=1)(=[O:14])=[O:13])[CH3:11].C([O-])([O-])=O.[Na+].[Na+].O. The catalyst is COCCOC.[Pd].C1(P(C2C=CC=CC=2)C2C=CC=CC=2)C=CC=CC=1.C1(P(C2C=CC=CC=2)C2C=CC=CC=2)C=CC=CC=1.C1(P(C2C=CC=CC=2)C2C=CC=CC=2)C=CC=CC=1.C1(P(C2C=CC=CC=2)C2C=CC=CC=2)C=CC=CC=1. The yield is 0.980. The product is [CH2:10]([S:12]([C:15]1[CH:20]=[CH:19][C:18]([C:2]2[CH:7]=[C:6]([CH:8]=[O:9])[CH:5]=[CH:4][N:3]=2)=[CH:17][CH:16]=1)(=[O:13])=[O:14])[CH3:11].